Task: Predict the product of the given reaction.. Dataset: Forward reaction prediction with 1.9M reactions from USPTO patents (1976-2016) (1) Given the reactants C[O:2][C:3]([C:5]1[C:10]([NH2:11])=[N:9][C:8]([O:12][CH2:13][CH2:14][F:15])=[CH:7][N:6]=1)=[O:4].[OH-].[Na+].Cl, predict the reaction product. The product is: [NH2:11][C:10]1[C:5]([C:3]([OH:4])=[O:2])=[N:6][CH:7]=[C:8]([O:12][CH2:13][CH2:14][F:15])[N:9]=1. (2) Given the reactants [OH:1][C:2]1([C:15]2[S:16][C:17]([C:20]3[CH:25]=[C:24]([NH:26][C:27]4[N:32]=[C:31]([C:33]([F:36])([F:35])[F:34])[CH:30]=[CH:29][N:28]=4)[CH:23]=[C:22]([CH3:37])[CH:21]=3)=[CH:18][N:19]=2)[CH2:7][CH2:6][N:5](C(OCCCC)=O)[CH2:4][CH2:3]1.C(O)(C(F)(F)F)=O.C([O-])(O)=O.[Na+], predict the reaction product. The product is: [CH3:37][C:22]1[CH:21]=[C:20]([C:17]2[S:16][C:15]([C:2]3([OH:1])[CH2:3][CH2:4][NH:5][CH2:6][CH2:7]3)=[N:19][CH:18]=2)[CH:25]=[C:24]([NH:26][C:27]2[N:32]=[C:31]([C:33]([F:35])([F:36])[F:34])[CH:30]=[CH:29][N:28]=2)[CH:23]=1. (3) The product is: [CH3:1][C:2]1([CH3:23])[C:11]2[C:6](=[CH:7][CH:8]=[C:9]([C:12]([F:15])([F:13])[F:14])[CH:10]=2)[NH:5][CH:4]([C:16]2[CH:17]=[C:18]([NH:22][S:36]([C:30]3[CH:35]=[CH:34][CH:33]=[CH:32][CH:31]=3)(=[O:38])=[O:37])[CH:19]=[CH:20][CH:21]=2)[CH2:3]1. Given the reactants [CH3:1][C:2]1([CH3:23])[C:11]2[C:6](=[CH:7][CH:8]=[C:9]([C:12]([F:15])([F:14])[F:13])[CH:10]=2)[NH:5][CH:4]([C:16]2[CH:17]=[C:18]([NH2:22])[CH:19]=[CH:20][CH:21]=2)[CH2:3]1.N1C=CC=CC=1.[C:30]1([S:36](Cl)(=[O:38])=[O:37])[CH:35]=[CH:34][CH:33]=[CH:32][CH:31]=1, predict the reaction product. (4) Given the reactants [NH:1]1[CH:10]2[CH:5]([CH2:6][CH2:7][CH2:8][CH2:9]2)[CH2:4][CH2:3][CH2:2]1.C(N(CC)CC)C.Cl[C:19](Cl)([O:21]C(=O)OC(Cl)(Cl)Cl)Cl.CN(C1C=CC=CN=1)C.[O:39]([C:46]1[CH:51]=[CH:50][CH:49]=[CH:48][C:47]=1[C:52]1[N:53]=[N:54][NH:55][C:56]=1[C:57]([NH:59][C@@H:60]1[CH2:65][C@H:64]2[CH2:66][C@@H:62]([C:63]2([CH3:68])[CH3:67])[C@H:61]1[CH3:69])=[O:58])[C:40]1[CH:45]=[CH:44][CH:43]=[CH:42][CH:41]=1, predict the reaction product. The product is: [N:1]1([C:19]([N:55]2[C:56]([C:57]([NH:59][C@@H:60]3[CH2:65][C@H:64]4[CH2:66][C@@H:62]([C:63]4([CH3:68])[CH3:67])[C@H:61]3[CH3:69])=[O:58])=[C:52]([C:47]3[CH:48]=[CH:49][CH:50]=[CH:51][C:46]=3[O:39][C:40]3[CH:45]=[CH:44][CH:43]=[CH:42][CH:41]=3)[N:53]=[N:54]2)=[O:21])[CH:10]2[CH:5]([CH2:6][CH2:7][CH2:8][CH2:9]2)[CH2:4][CH2:3][CH2:2]1. (5) Given the reactants [C:1]([O:5][C:6]([N:8]1[CH2:13][CH2:12][CH:11]([N:14]2[C:18]3=[N:19][CH:20]=[N:21][C:22](Cl)=[C:17]3[CH:16]=[N:15]2)[CH2:10][CH2:9]1)=[O:7])([CH3:4])([CH3:3])[CH3:2].[N:24]1([C:29]2[CH:34]=[CH:33][C:32]([OH:35])=[CH:31][CH:30]=2)[CH:28]=[N:27][N:26]=[N:25]1.C(=O)([O-])[O-].[K+].[K+], predict the reaction product. The product is: [C:1]([O:5][C:6]([N:8]1[CH2:13][CH2:12][CH:11]([N:14]2[C:18]3=[N:19][CH:20]=[N:21][C:22]([O:35][C:32]4[CH:33]=[CH:34][C:29]([N:24]5[CH:28]=[N:27][N:26]=[N:25]5)=[CH:30][CH:31]=4)=[C:17]3[CH:16]=[N:15]2)[CH2:10][CH2:9]1)=[O:7])([CH3:4])([CH3:3])[CH3:2]. (6) Given the reactants N1C=CN=C1.[C:6]([Si:10](Cl)([CH3:12])[CH3:11])([CH3:9])([CH3:8])[CH3:7].[F:14][CH:15]([F:40])[C:16]1[CH:21]=[CH:20][N:19]=[C:18]([NH:22][C:23]2[CH:24]=[C:25]([C:30]3[CH:31]=[N:32][N:33]([CH2:35][CH:36]([OH:39])[CH2:37][OH:38])[CH:34]=3)[CH:26]=[C:27]([CH3:29])[CH:28]=2)[N:17]=1, predict the reaction product. The product is: [Si:10]([O:38][CH2:37][CH:36]([OH:39])[CH2:35][N:33]1[CH:34]=[C:30]([C:25]2[CH:26]=[C:27]([CH3:29])[CH:28]=[C:23]([NH:22][C:18]3[N:17]=[C:16]([CH:15]([F:14])[F:40])[CH:21]=[CH:20][N:19]=3)[CH:24]=2)[CH:31]=[N:32]1)([C:6]([CH3:9])([CH3:8])[CH3:7])([CH3:12])[CH3:11]. (7) Given the reactants [CH3:1][C:2]([CH3:23])=[CH:3][CH:4]1[C:6]([CH3:8])(C)[CH:5]1[C:9](OCN1C(=O)N(CC#C)CC1=O)=O.CC(C)([O-])C.[K+].O1CCCC1.[C:35]1([N:41](C2C=CC=CC=2)[C:42]2[CH:49]=[CH:48][C:45](C=O)=[CH:44][CH:43]=2)[CH:40]=[CH:39][CH:38]=[CH:37][CH:36]=1, predict the reaction product. The product is: [C:42]1([N:41]([C:35]2[CH:36]=[CH:37][CH:38]=[CH:39][CH:40]=2)[C:2]2[CH:3]=[CH:4][C:6]([CH:5]=[CH2:9])=[CH:8][CH:23]=2)[CH:43]=[CH:44][CH:45]=[CH:48][CH:49]=1.[CH3:1][CH2:2][CH2:3][CH2:4][CH2:5][CH3:6].